The task is: Predict the reactants needed to synthesize the given product.. This data is from Full USPTO retrosynthesis dataset with 1.9M reactions from patents (1976-2016). (1) Given the product [CH2:14]([N:12]([CH3:13])[C:9]1[C:10]2[C:5](=[CH:4][CH:3]=[C:2]([C:23]([OH:25])=[O:24])[CH:11]=2)[CH:6]=[CH:7][N:8]=1)[CH2:15][CH2:16][CH3:17], predict the reactants needed to synthesize it. The reactants are: Br[C:2]1[CH:11]=[C:10]2[C:5]([CH:6]=[CH:7][N:8]=[C:9]2[N:12]([CH2:14][CH2:15][CH2:16][CH3:17])[CH3:13])=[CH:4][CH:3]=1.C([Li])(CC)C.[C:23](=[O:25])=[O:24].Cl. (2) Given the product [C:8]1([N:7]([C:1]2[CH:2]=[CH:3][CH:4]=[CH:5][CH:6]=2)[CH2:21][CH2:22][CH2:23][CH2:24][CH2:25][CH2:26][CH2:27][C:28]2[CH2:30][CH:29]=2)[CH:9]=[CH:10][CH:11]=[CH:12][CH:13]=1, predict the reactants needed to synthesize it. The reactants are: [C:1]1([NH:7][C:8]2[CH:13]=[CH:12][CH:11]=[CH:10][CH:9]=2)[CH:6]=[CH:5][CH:4]=[CH:3][CH:2]=1.C[Li].CS(O[CH2:21][CH2:22][CH2:23][CH2:24][CH2:25][CH2:26][CH2:27][C:28]1[CH2:30][CH:29]=1)(=O)=O. (3) Given the product [OH:13][CH2:12][CH2:11][CH:8]1[CH2:9][CH2:10][C:5](=[O:1])[CH2:6][CH2:7]1, predict the reactants needed to synthesize it. The reactants are: [O:1]1[C:5]2([CH2:10][CH2:9][CH:8]([CH2:11][CH2:12][OH:13])[CH2:7][CH2:6]2)OCC1.C1COCC1.Cl.C([O-])(O)=O.[Na+]. (4) Given the product [CH3:1][O:2][C:3](=[O:16])[CH:4]([NH:8][C:9]([O:11][C:12]([CH3:15])([CH3:14])[CH3:13])=[O:10])[CH2:5][CH2:6][CH2:7][C:27]1[CH:32]=[CH:31][C:30]([O:33][CH3:34])=[CH:29][CH:28]=1, predict the reactants needed to synthesize it. The reactants are: [CH3:1][O:2][C:3](=[O:16])[CH:4]([NH:8][C:9]([O:11][C:12]([CH3:15])([CH3:14])[CH3:13])=[O:10])[CH2:5][CH:6]=[CH2:7].B1C2CCCC1CCC2.I[C:27]1[CH:32]=[CH:31][C:30]([O:33][CH3:34])=[CH:29][CH:28]=1. (5) Given the product [C:22]1([C:28]#[C:29][NH:4][C:3]2[CH:5]=[CH:6][C:7]([O:9][C:10]([F:13])([F:12])[F:11])=[CH:8][CH:2]=2)[CH:27]=[CH:26][CH:25]=[CH:24][CH:23]=1, predict the reactants needed to synthesize it. The reactants are: Br[C:2]1[CH:8]=[C:7]([O:9][C:10]([F:13])([F:12])[F:11])[CH:6]=[CH:5][C:3]=1[NH2:4].[I-].C(N(CC)CC)C.[C:22]1([C:28]#[CH:29])[CH:27]=[CH:26][CH:25]=[CH:24][CH:23]=1. (6) Given the product [CH:1]1([C:6]2([CH2:7][CH2:8][C:9]3[CH:14]=[CH:13][C:12]([C:15]([CH3:19])([CH3:18])[C:16]#[N:17])=[C:11]([F:20])[CH:10]=3)[CH2:21][C:22](=[O:23])[CH2:27][C:26](=[O:28])[O:31]2)[CH2:2][CH2:3][CH2:4][CH2:5]1, predict the reactants needed to synthesize it. The reactants are: [CH:1]1([C:6]([OH:31])([CH2:21][C:22]2[O:23]C(C)(C)O[C:26](=[O:28])[CH:27]=2)[CH2:7][CH2:8][C:9]2[CH:14]=[CH:13][C:12]([C:15]([CH3:19])([CH3:18])[C:16]#[N:17])=[C:11]([F:20])[CH:10]=2)[CH2:5][CH2:4][CH2:3][CH2:2]1.C1(C(O)(CC2OC(C)(C)OC(=O)C=2)CCC2C=CC(C3(C#N)CC3)=C(F)C=2)CCCC1. (7) Given the product [CH2:21]([C:14]1[CH:15]=[C:9]2[C:8]3[CH:4]([CH2:3][CH2:2][NH:1][C:30](=[O:32])[CH3:31])[CH2:5][CH2:6][C:7]=3[CH:12]=[CH:11][N:10]2[N:13]=1)[CH3:22], predict the reactants needed to synthesize it. The reactants are: [NH2:1][CH2:2][CH2:3][CH:4]1[C:8]2[C:9]3[N:10]([N:13]=[C:14]([CH2:21][CH3:22])[C:15]=3C(OCC)=O)[CH:11]=[CH:12][C:7]=2[CH2:6][CH2:5]1.C(N(CC)CC)C.[C:30](OC(=O)C)(=[O:32])[CH3:31].O. (8) Given the product [CH2:18]([N:15]1[C:16]2[CH:17]=[C:9]3[N:8]=[C:7]([C:3]4[C:2]([NH:1][C:29](=[O:30])[C:28]5[CH:32]=[CH:33][CH:34]=[C:26]([C:25]([F:24])([F:35])[F:36])[CH:27]=5)=[CH:6][NH:5][N:4]=4)[NH:23][C:10]3=[CH:11][C:12]=2[C:13]([CH3:22])([CH3:21])[C:14]1=[O:20])[CH3:19], predict the reactants needed to synthesize it. The reactants are: [NH2:1][C:2]1[C:3]([C:7]2[NH:23][C:10]3=[CH:11][C:12]4[C:13]([CH3:22])([CH3:21])[C:14](=[O:20])[N:15]([CH2:18][CH3:19])[C:16]=4[CH:17]=[C:9]3[N:8]=2)=[N:4][NH:5][CH:6]=1.[F:24][C:25]([F:36])([F:35])[C:26]1[CH:27]=[C:28]([CH:32]=[CH:33][CH:34]=1)[C:29](Cl)=[O:30].